This data is from Forward reaction prediction with 1.9M reactions from USPTO patents (1976-2016). The task is: Predict the product of the given reaction. Given the reactants Cl[C:2]1[CH:7]=[C:6]([N:8](COCC[Si](C)(C)C)COCC[Si](C)(C)C)[N:5]2[N:25]=[CH:26][C:27]([C:28]3[CH:29]=[N:30][C:31]4[C:36]([CH:37]=3)=[CH:35][CH:34]=[CH:33][CH:32]=4)=[C:4]2[N:3]=1.[CH3:38][O:39][C:40]([CH:42]1[CH2:46][CH2:45][NH:44][CH2:43]1)=[O:41].C(N(C(C)C)C(C)C)C, predict the reaction product. The product is: [NH2:8][C:6]1[N:5]2[N:25]=[CH:26][C:27]([C:28]3[CH:29]=[N:30][C:31]4[C:36]([CH:37]=3)=[CH:35][CH:34]=[CH:33][CH:32]=4)=[C:4]2[N:3]=[C:2]([N:44]2[CH2:45][CH2:46][CH:42]([C:40]([O:39][CH3:38])=[O:41])[CH2:43]2)[CH:7]=1.